This data is from NCI-60 drug combinations with 297,098 pairs across 59 cell lines. The task is: Regression. Given two drug SMILES strings and cell line genomic features, predict the synergy score measuring deviation from expected non-interaction effect. Drug 1: C1=CN(C=N1)CC(O)(P(=O)(O)O)P(=O)(O)O. Drug 2: CN(C(=O)NC(C=O)C(C(C(CO)O)O)O)N=O. Cell line: SK-OV-3. Synergy scores: CSS=0.537, Synergy_ZIP=-2.41, Synergy_Bliss=-5.29, Synergy_Loewe=-6.48, Synergy_HSA=-4.31.